This data is from Reaction yield outcomes from USPTO patents with 853,638 reactions. The task is: Predict the reaction yield, written as a fraction of the theoretical maximum amount of product (1.0 means a 100% yield; for example, 0.34 means a 34% yield). (1) The reactants are [C:1]1([CH:7]([C:14]2[CH:19]=[CH:18][CH:17]=[C:16]([C:20]([F:23])([F:22])[F:21])[CH:15]=2)[N:8]2[CH2:13][CH2:12][NH:11][CH2:10][CH2:9]2)[CH:6]=[CH:5][CH:4]=[CH:3][CH:2]=1.Br[CH2:25][C:26]([O:28][C:29]([CH3:32])([CH3:31])[CH3:30])=[O:27].C(N(CC)CC)C.O. The catalyst is C(#N)C.C(Cl)Cl. The product is [C:1]1([CH:7]([C:14]2[CH:19]=[CH:18][CH:17]=[C:16]([C:20]([F:23])([F:22])[F:21])[CH:15]=2)[N:8]2[CH2:9][CH2:10][N:11]([CH2:25][C:26]([O:28][C:29]([CH3:32])([CH3:31])[CH3:30])=[O:27])[CH2:12][CH2:13]2)[CH:6]=[CH:5][CH:4]=[CH:3][CH:2]=1. The yield is 0.670. (2) The reactants are C(OC([NH:8][CH2:9][CH2:10][O:11][C:12](=[O:29])[CH2:13][C:14]1[CH:19]=[CH:18][CH:17]=[CH:16][C:15]=1[NH:20][C:21]1[C:26]([Cl:27])=[CH:25][CH:24]=[CH:23][C:22]=1[Cl:28])=O)(C)(C)C.C(O)(C(F)(F)F)=O. The catalyst is C(Cl)Cl. The product is [NH2:8][CH2:9][CH2:10][O:11][C:12](=[O:29])[CH2:13][C:14]1[CH:19]=[CH:18][CH:17]=[CH:16][C:15]=1[NH:20][C:21]1[C:26]([Cl:27])=[CH:25][CH:24]=[CH:23][C:22]=1[Cl:28]. The yield is 0.244. (3) The reactants are [C:1](OC(=O)C)(=[O:3])[CH3:2].[C:8]([C:12]1[CH:38]=[CH:37][C:15]([CH2:16][O:17][C:18]2[CH:19]=[C:20]([CH:34]=[CH:35][CH:36]=2)[C:21]([NH:23][C:24]2[CH:29]=[CH:28][CH:27]=[CH:26][C:25]=2[S:30](=[O:33])(=[O:32])[NH2:31])=[O:22])=[CH:14][CH:13]=1)([CH3:11])([CH3:10])[CH3:9]. The yield is 0.960. The product is [C:8]([C:12]1[CH:38]=[CH:37][C:15]([CH2:16][O:17][C:18]2[CH:19]=[C:20]([CH:34]=[CH:35][CH:36]=2)[C:21]([NH:23][C:24]2[CH:29]=[CH:28][CH:27]=[CH:26][C:25]=2[S:30]([NH:31][C:1](=[O:3])[CH3:2])(=[O:33])=[O:32])=[O:22])=[CH:14][CH:13]=1)([CH3:11])([CH3:9])[CH3:10]. The catalyst is CN(C)C1C=CN=CC=1.O1CCCC1. (4) The reactants are [C:1]([C:5]1[CH:6]=[C:7]2[C:12](=[CH:13][CH:14]=1)[N+:11]([O-])=[CH:10][CH:9]=[CH:8]2)([CH3:4])([CH3:3])[CH3:2].C[Si]([C:20]#[N:21])(C)C.CN(C)C. The catalyst is C(#N)C. The product is [C:1]([C:5]1[CH:6]=[C:7]2[C:12](=[CH:13][CH:14]=1)[N:11]=[C:10]([C:20]#[N:21])[CH:9]=[CH:8]2)([CH3:4])([CH3:3])[CH3:2]. The yield is 0.910. (5) The reactants are [F:1][C:2]([F:34])([F:33])[C:3]1[CH:28]=[C:27]([C:29]([F:32])([F:31])[F:30])[CH:26]=[CH:25][C:4]=1[CH2:5][O:6][C:7]1[CH:15]=[CH:14][C:13](/[CH:16]=[C:17]2/[C:18]([NH:23][CH3:24])=[N:19][C:20](=[O:22])[S:21]/2)=[CH:12][C:8]=1[C:9](O)=[O:10].[NH4+].O[N:37]1C2C=CC=CC=2N=N1.Cl.C(N=C=NCCCN(C)C)C.O. The catalyst is CN(C)C=O. The product is [F:34][C:2]([F:33])([F:1])[C:3]1[CH:28]=[C:27]([C:29]([F:30])([F:32])[F:31])[CH:26]=[CH:25][C:4]=1[CH2:5][O:6][C:7]1[CH:15]=[CH:14][C:13](/[CH:16]=[C:17]2/[C:18]([NH:23][CH3:24])=[N:19][C:20](=[O:22])[S:21]/2)=[CH:12][C:8]=1[C:9]([NH2:37])=[O:10]. The yield is 0.590.